Dataset: Catalyst prediction with 721,799 reactions and 888 catalyst types from USPTO. Task: Predict which catalyst facilitates the given reaction. Reactant: [C:1]([C:5]1[NH:9][C:8]([C:10]([O:12][CH3:13])=[O:11])=[C:7]([N+:14]([O-])=O)[CH:6]=1)([CH3:4])([CH3:3])[CH3:2]. Product: [NH2:14][C:7]1[CH:6]=[C:5]([C:1]([CH3:4])([CH3:2])[CH3:3])[NH:9][C:8]=1[C:10]([O:12][CH3:13])=[O:11]. The catalyst class is: 19.